This data is from Forward reaction prediction with 1.9M reactions from USPTO patents (1976-2016). The task is: Predict the product of the given reaction. (1) The product is: [CH2:1]([C@@:4]1([CH3:31])[CH2:9][C@H:8]([C:10]2[CH:15]=[CH:14][CH:13]=[C:12]([Cl:16])[CH:11]=2)[C@@H:7]([C:17]2[CH:18]=[CH:19][C:20]([Cl:23])=[CH:21][CH:22]=2)[N:6]([C@@H:24]([CH2:28][CH3:29])[CH2:25][CH:26]([CH:32]2[CH2:34][CH2:33]2)[OH:27])[C:5]1=[O:30])[CH:2]=[CH2:3]. Given the reactants [CH2:1]([C@@:4]1([CH3:31])[CH2:9][C@H:8]([C:10]2[CH:15]=[CH:14][CH:13]=[C:12]([Cl:16])[CH:11]=2)[C@@H:7]([C:17]2[CH:22]=[CH:21][C:20]([Cl:23])=[CH:19][CH:18]=2)[N:6]([C@@H:24]([CH2:28][CH3:29])[CH2:25][CH:26]=[O:27])[C:5]1=[O:30])[CH:2]=[CH2:3].[CH:32]1([Mg]Br)[CH2:34][CH2:33]1, predict the reaction product. (2) The product is: [N+:8]([C:7]1[C:2]([NH:22][C@@H:23]([CH3:26])[CH2:24][OH:25])=[N:3][CH:4]=[CH:5][CH:6]=1)([O-:10])=[O:9]. Given the reactants Cl[C:2]1[C:7]([N+:8]([O-:10])=[O:9])=[CH:6][CH:5]=[CH:4][N:3]=1.C(=O)([O-])[O-].[K+].[K+].CN(C=O)C.[NH2:22][C@@H:23]([CH3:26])[CH2:24][OH:25], predict the reaction product. (3) Given the reactants [CH2:1]=[CH:2][C:3]1[CH:8]=[CH:7][CH:6]=[CH:5][CH:4]=1.[CH2:9]=[CH:10][CH:11]=[CH2:12].C([Li])CCC.Cl[SiH](Cl)[SiH3], predict the reaction product. The product is: [CH2:1]=[CH:2][C:3]1[CH:8]=[CH:7][CH:6]=[CH:5][CH:4]=1.[CH2:9]=[CH:10][CH:11]=[CH2:12].[CH2:1]=[CH:2][C:3]1[CH:8]=[CH:7][CH:6]=[CH:5][CH:4]=1. (4) Given the reactants F[C:2]1[CH:7]=[CH:6][C:5]([N+:8]([O-:10])=[O:9])=[CH:4][CH:3]=1.CS(C)=O.[CH3:15][N:16]([CH3:23])[CH:17]1[CH2:22][CH2:21][NH:20][CH2:19][CH2:18]1.C(N(CC)CC)C, predict the reaction product. The product is: [CH3:15][N:16]([CH3:23])[CH:17]1[CH2:22][CH2:21][N:20]([C:2]2[CH:7]=[CH:6][C:5]([N+:8]([O-:10])=[O:9])=[CH:4][CH:3]=2)[CH2:19][CH2:18]1. (5) Given the reactants [C:1]1([S:7]([N:10]2[C:14]3=[N:15][CH:16]=[C:17]([O:19][CH3:20])[CH:18]=[C:13]3[CH:12]=[C:11]2[C:21](OS(C2C=CC(C)=CC=2)(=O)=O)=[CH:22][CH:23]2[CH2:27][CH2:26][CH2:25][CH2:24]2)(=[O:9])=[O:8])[CH:6]=[CH:5][CH:4]=[CH:3][CH:2]=1.[C:39]([C:42]1[CH:47]=[CH:46][C:45](B(O)O)=[CH:44][CH:43]=1)(=[O:41])[CH3:40].C(=O)([O-])[O-].[Na+].[Na+], predict the reaction product. The product is: [C:1]1([S:7]([N:10]2[C:14]3=[N:15][CH:16]=[C:17]([O:19][CH3:20])[CH:18]=[C:13]3[CH:12]=[C:11]2[C:21]([C:45]2[CH:46]=[CH:47][C:42]([C:39](=[O:41])[CH3:40])=[CH:43][CH:44]=2)=[CH:22][CH:23]2[CH2:27][CH2:26][CH2:25][CH2:24]2)(=[O:8])=[O:9])[CH:6]=[CH:5][CH:4]=[CH:3][CH:2]=1. (6) Given the reactants Cl[C:2]1[C:3](=[O:15])[N:4](C2CCCCO2)[N:5]=[CH:6][C:7]=1Cl.[F:16][C:17]([F:26])([F:25])[C:18]1[CH:19]=[C:20]([OH:24])[CH:21]=[CH:22][CH:23]=1.C[O:28][C:29](=[O:38])[CH:30](Br)[CH2:31][CH:32]1[CH2:36][CH2:35][CH2:34][CH2:33]1, predict the reaction product. The product is: [CH:32]1([CH2:31][CH:30]([N:4]2[C:3](=[O:15])[CH:2]=[C:7]([O:24][C:20]3[CH:21]=[CH:22][CH:23]=[C:18]([C:17]([F:25])([F:26])[F:16])[CH:19]=3)[CH:6]=[N:5]2)[C:29]([OH:28])=[O:38])[CH2:36][CH2:35][CH2:34][CH2:33]1. (7) The product is: [C:22]([OH:35])(=[O:34])[CH:23]=[CH2:24].[NH2:5][C:59]([O:63][CH2:64][CH3:65])=[O:62]. Given the reactants C(CCN=C=O)CCC[N:5]=C=O.COC1C=CC(O)=CC=1.[C:22]([O-:35])(=[O:34])[CH2:23][CH2:24]CCCCCCCCC.[C:22]([O-:35])(=[O:34])[CH2:23][CH2:24]CCCCCCCCC.C([Sn+2]CCCC)CCC.[C:59]([O:63][CH2:64][CH2:65]CCO)(=[O:62])C=C, predict the reaction product.